From a dataset of Reaction yield outcomes from USPTO patents with 853,638 reactions. Predict the reaction yield, written as a fraction of the theoretical maximum amount of product (1.0 means a 100% yield; for example, 0.34 means a 34% yield). (1) The reactants are [H-].[H-].[H-].[H-].[Li+].[Al+3].[C:7]([C:9]1[CH:16]=[CH:15][C:12]([CH2:13][OH:14])=[CH:11][CH:10]=1)#[N:8].O.[OH-].[Na+]. The catalyst is C(OCC)C. The product is [NH2:8][CH2:7][C:9]1[CH:16]=[CH:15][C:12]([CH2:13][OH:14])=[CH:11][CH:10]=1. The yield is 0.290. (2) The reactants are [C:1]1([CH2:7][C:8]2[C:9]([C:14]([OH:16])=O)=[CH:10][CH:11]=[CH:12][CH:13]=2)[CH:6]=[CH:5][CH:4]=[CH:3][CH:2]=1.C(Cl)(=O)C(Cl)=O.Cl.CN.[CH:26]([N:29](CC)C(C)C)(C)C.C(=O)(O)[O-].[Na+]. The catalyst is C(Cl)Cl.CN(C)C=O. The product is [CH3:26][NH:29][C:14](=[O:16])[C:9]1[CH:10]=[CH:11][CH:12]=[CH:13][C:8]=1[CH2:7][C:1]1[CH:6]=[CH:5][CH:4]=[CH:3][CH:2]=1. The yield is 0.460. (3) The reactants are [N+:1]([C:4]1[CH:12]=[CH:11][CH:10]=[C:6]([C:7]([OH:9])=[O:8])[C:5]=1[C:13]([OH:15])=[O:14])([O-:3])=[O:2].[CH:16]([O-])([O-])OC.S(=O)(=O)(O)O. The catalyst is CO. The product is [C:13]([C:5]1[C:4]([N+:1]([O-:3])=[O:2])=[CH:12][CH:11]=[CH:10][C:6]=1[C:7]([O:9][CH3:16])=[O:8])([OH:15])=[O:14]. The yield is 0.820. (4) The reactants are [CH2:1]([O:3][C:4](=[O:28])[C:5]1[CH:10]=[CH:9][C:8]([C:11]#[C:12][C:13]2[CH:14]=[C:15]3[C:20](=[CH:21][CH:22]=2)N(C2CC2)CCC3(C)C)=[CH:7][CH:6]=1)[CH3:2].[CH2:29]([O:31][C:32](=O)[C:33]1[CH:38]=CC(I)=CC=1)C. The catalyst is C(N(CC)CC)C.[Cu]I.Cl[Pd](Cl)([P](C1C=CC=CC=1)(C1C=CC=CC=1)C1C=CC=CC=1)[P](C1C=CC=CC=1)(C1C=CC=CC=1)C1C=CC=CC=1. The product is [CH3:29][O:31][C:32]1([C:20]2[CH:15]=[CH:14][C:13]([C:12]#[C:11][C:8]3[CH:9]=[CH:10][C:5]([C:4]([O:3][CH2:1][CH3:2])=[O:28])=[CH:6][CH:7]=3)=[CH:22][CH:21]=2)[CH2:33][CH2:38]1. The yield is 0.900.